From a dataset of Forward reaction prediction with 1.9M reactions from USPTO patents (1976-2016). Predict the product of the given reaction. (1) Given the reactants [CH3:1][O:2][C:3]1[C:8]2[N:9]=[C:10]([NH2:12])[O:11][C:7]=2[C:6]([C:13]2[CH:18]=[CH:17][CH:16]=[CH:15][CH:14]=2)=[CH:5][CH:4]=1.[CH3:19][O:20][CH2:21][CH2:22][N:23]([CH2:25][C:26]1[CH:34]=[CH:33][C:29]([C:30](Cl)=[O:31])=[CH:28][CH:27]=1)[CH3:24].C(N(CC)CC)C, predict the reaction product. The product is: [CH3:19][O:20][CH2:21][CH2:22][N:23]([CH2:25][C:26]1[CH:27]=[CH:28][C:29]([C:30]([NH:12][C:10]2[O:11][C:7]3[C:6]([C:13]4[CH:14]=[CH:15][CH:16]=[CH:17][CH:18]=4)=[CH:5][CH:4]=[C:3]([O:2][CH3:1])[C:8]=3[N:9]=2)=[O:31])=[CH:33][CH:34]=1)[CH3:24]. (2) Given the reactants [Br:1][C:2]1[CH:3]=[C:4]([CH:7]=[CH:8][CH:9]=1)[CH2:5]Br.[F:10][C:11]1[C:12]([OH:22])=[C:13]([CH2:17][C:18]([O:20][CH3:21])=[O:19])[CH:14]=[CH:15][CH:16]=1, predict the reaction product. The product is: [Br:1][C:2]1[CH:3]=[C:4]([CH:7]=[CH:8][CH:9]=1)[CH2:5][O:22][C:12]1[C:11]([F:10])=[CH:16][CH:15]=[CH:14][C:13]=1[CH2:17][C:18]([O:20][CH3:21])=[O:19]. (3) Given the reactants Br[CH2:2][C:3]([C:5]12[CH2:14][CH:9]3[CH2:10][CH:11]([CH2:13][CH:7]([CH2:8]3)[CH2:6]1)[CH2:12]2)=[O:4].[CH3:15][N:16]1[C:20]([CH3:21])=[N:19][N:18]=[C:17]1[SH:22].C(N(CC)CC)C, predict the reaction product. The product is: [C:5]12([C:3](=[O:4])[CH2:2][S:22][C:17]3[N:16]([CH3:15])[C:20]([CH3:21])=[N:19][N:18]=3)[CH2:14][CH:9]3[CH2:10][CH:11]([CH2:13][CH:7]([CH2:8]3)[CH2:6]1)[CH2:12]2. (4) Given the reactants Br[C:2]1[CH:16]=[CH:15][C:5]2[N:6]=[C:7]([NH:9][C:10]([NH:12][CH2:13][CH3:14])=[O:11])[S:8][C:4]=2[CH:3]=1.[Cl:17][C:18]1[CH:23]=[CH:22][C:21](OB(O)O)=[CH:20][CH:19]=1.C(=O)(O)[O-].[Na+], predict the reaction product. The product is: [Cl:17][C:18]1[CH:23]=[CH:22][C:21]([C:2]2[CH:16]=[CH:15][C:5]3[N:6]=[C:7]([NH:9][C:10]([NH:12][CH2:13][CH3:14])=[O:11])[S:8][C:4]=3[CH:3]=2)=[CH:20][CH:19]=1. (5) Given the reactants [Cl:1][C:2]1[CH:7]=[CH:6][CH:5]=[CH:4][C:3]=1[CH:8]([N:18]([C:35]1[CH:36]=[C:37]([C:44]([NH2:46])=O)[CH:38]=[C:39]([CH:43]=1)[C:40]([NH2:42])=O)[C:19]([C@@H:21]1[CH2:25][CH2:24][C:23](=[O:26])[N:22]1[C:27]1[CH:32]=[C:31]([C:33]#[N:34])[CH:30]=[CH:29][N:28]=1)=[O:20])[C:9]([NH:11][CH:12]1[CH2:15][C:14]([F:17])([F:16])[CH2:13]1)=[O:10].N1C=CC=CC=1.C(OC(C(F)(F)F)=O)(C(F)(F)F)=O, predict the reaction product. The product is: [Cl:1][C:2]1[CH:7]=[CH:6][CH:5]=[CH:4][C:3]=1[CH:8]([N:18]([C:35]1[CH:43]=[C:39]([C:40]#[N:42])[CH:38]=[C:37]([C:44]#[N:46])[CH:36]=1)[C:19]([C@@H:21]1[CH2:25][CH2:24][C:23](=[O:26])[N:22]1[C:27]1[CH:32]=[C:31]([C:33]#[N:34])[CH:30]=[CH:29][N:28]=1)=[O:20])[C:9]([NH:11][CH:12]1[CH2:15][C:14]([F:16])([F:17])[CH2:13]1)=[O:10]. (6) Given the reactants CC1N=C(N2C(=O)N(CC3C=CC(C(F)(F)F)=CC=3)N=C2)SC=1C(O)=O.[F:27][C:28]1[CH:49]=[CH:48][C:31]([CH2:32][N:33]2[C:37](=[O:38])[N:36]([C:39]3[S:40][C:41]([C:45](O)=[O:46])=[C:42]([CH3:44])[N:43]=3)[CH:35]=[N:34]2)=[CH:30][CH:29]=1.Cl.[S:51]1[CH:55]=[CH:54][N:53]=[C:52]1[CH2:56][NH2:57], predict the reaction product. The product is: [F:27][C:28]1[CH:49]=[CH:48][C:31]([CH2:32][N:33]2[C:37](=[O:38])[N:36]([C:39]3[S:40][C:41]([C:45]([NH:57][CH2:56][C:52]4[S:51][CH:55]=[CH:54][N:53]=4)=[O:46])=[C:42]([CH3:44])[N:43]=3)[CH:35]=[N:34]2)=[CH:30][CH:29]=1.